From a dataset of Reaction yield outcomes from USPTO patents with 853,638 reactions. Predict the reaction yield, written as a fraction of the theoretical maximum amount of product (1.0 means a 100% yield; for example, 0.34 means a 34% yield). (1) The yield is 0.630. The product is [NH2:1][C:2]1[C:11]2[C:6](=[CH:7][CH:8]=[CH:9][C:10]=2[O:12][CH2:13][C:14]([NH:17][C:18](=[O:38])[C:19]2[CH:24]=[C:23]([O:25][CH3:26])[CH:22]=[C:21]([O:27][CH2:28][CH2:29][OH:30])[CH:20]=2)([CH3:15])[CH3:16])[N:5]=[C:4]([CH3:39])[C:3]=1[C:40]([OH:42])=[O:41]. The reactants are [NH2:1][C:2]1[C:11]2[C:6](=[CH:7][CH:8]=[CH:9][C:10]=2[O:12][CH2:13][C:14]([NH:17][C:18](=[O:38])[C:19]2[CH:24]=[C:23]([O:25][CH3:26])[CH:22]=[C:21]([O:27][CH2:28][CH2:29][O:30]CC3C=CC=CC=3)[CH:20]=2)([CH3:16])[CH3:15])[N:5]=[C:4]([CH3:39])[C:3]=1[C:40]([OH:42])=[O:41]. The catalyst is CCO.CCOC(C)=O.[Pd]. (2) The reactants are [Cl:1][C:2]1[C:3]([CH3:9])=[CH:4][C:5]([NH2:8])=[N:6][CH:7]=1.[C:10](N1C=CC=CC1=O)(N1C=CC=CC1=O)=[S:11]. The catalyst is ClCCl. The product is [Cl:1][C:2]1[C:3]([CH3:9])=[CH:4][C:5]([N:8]=[C:10]=[S:11])=[N:6][CH:7]=1. The yield is 0.850. (3) The reactants are [CH3:1][C:2]1[N:6]([CH2:7][C:8]2[CH:13]=[CH:12][CH:11]=[CH:10][C:9]=2[O:14][CH3:15])[N:5]=[C:4]([NH2:16])[CH:3]=1.[CH3:17][C:18]([O:21][C:22]([N:24]1[CH2:33][CH2:32][C:31]2[C:26](=[CH:27][CH:28]=[C:29]([C:34](O)=[O:35])[CH:30]=2)[CH2:25]1)=[O:23])([CH3:20])[CH3:19].C1C=CC2N(O)N=NC=2C=1.CCN=C=NCCCN(C)C.CCN(CC)CC. The catalyst is C(Cl)Cl. The product is [CH3:1][C:2]1[N:6]([CH2:7][C:8]2[CH:13]=[CH:12][CH:11]=[CH:10][C:9]=2[O:14][CH3:15])[N:5]=[C:4]([NH:16][C:34]([C:29]2[CH:30]=[C:31]3[C:26](=[CH:27][CH:28]=2)[CH2:25][N:24]([C:22]([O:21][C:18]([CH3:20])([CH3:19])[CH3:17])=[O:23])[CH2:33][CH2:32]3)=[O:35])[CH:3]=1. The yield is 0.520. (4) The reactants are C([O:8][C:9]1[CH:14]=[C:13]([O:15][CH3:16])[CH:12]=[CH:11][C:10]=1/[CH:17]=[C:18](/[NH:23][C:24]([O:26][C:27]([CH3:30])([CH3:29])[CH3:28])=[O:25])\[C:19]([O:21][CH3:22])=[O:20])C1C=CC=CC=1. The catalyst is CO.[Pd]. The product is [C:27]([O:26][C:24]([NH:23][CH:18]([CH2:17][C:10]1[CH:11]=[CH:12][C:13]([O:15][CH3:16])=[CH:14][C:9]=1[OH:8])[C:19]([O:21][CH3:22])=[O:20])=[O:25])([CH3:29])([CH3:30])[CH3:28]. The yield is 0.740.